Predict the reactants needed to synthesize the given product. From a dataset of Full USPTO retrosynthesis dataset with 1.9M reactions from patents (1976-2016). Given the product [CH2:6]([N:13]1[C:14](=[O:23])[C:15]([CH3:21])([CH3:22])[O:16][CH2:17][CH:18]1[C:19]([OH:25])=[O:20])[C:7]1[CH:8]=[CH:9][CH:10]=[CH:11][CH:12]=1, predict the reactants needed to synthesize it. The reactants are: I(O)(=O)(=O)=O.[CH2:6]([N:13]1[CH:18]([CH2:19][OH:20])[CH2:17][O:16][C:15]([CH3:22])([CH3:21])[C:14]1=[O:23])[C:7]1[CH:12]=[CH:11][CH:10]=[CH:9][CH:8]=1.[Cr](Cl)([O-])(=O)=[O:25].[NH+]1C=CC=CC=1.